Dataset: Catalyst prediction with 721,799 reactions and 888 catalyst types from USPTO. Task: Predict which catalyst facilitates the given reaction. (1) Reactant: [C:1]([C:3]1[CH:4]=[C:5]2[C:10](=[CH:11][C:12]=1[O-:13])[N:9]=[CH:8][CH:7]=[C:6]2[O:14][C:15]1[CH:20]=[CH:19][C:18]([NH:21][C:22]([NH:24][C:25]2[CH:30]=[CH:29][C:28]([O:31][CH3:32])=[CH:27][CH:26]=2)=[O:23])=[CH:17][CH:16]=1)#[N:2].[Na+].C(=O)([O-])[O-].[K+].[K+].[I-].[K+].Cl[CH2:43][CH2:44][CH2:45][C:46]1[CH:51]=[CH:50][N:49]=[CH:48][CH:47]=1. Product: [C:1]([C:3]1[CH:4]=[C:5]2[C:10](=[CH:11][C:12]=1[O:13][CH2:43][CH2:44][CH2:45][C:46]1[CH:51]=[CH:50][N:49]=[CH:48][CH:47]=1)[N:9]=[CH:8][CH:7]=[C:6]2[O:14][C:15]1[CH:20]=[CH:19][C:18]([NH:21][C:22]([NH:24][C:25]2[CH:26]=[CH:27][C:28]([O:31][CH3:32])=[CH:29][CH:30]=2)=[O:23])=[CH:17][CH:16]=1)#[N:2]. The catalyst class is: 9. (2) Reactant: [F:1][C:2]([F:17])([F:16])[CH:3]([C:5]1[CH2:6][C:7](F)([C:11]([F:14])([F:13])[F:12])[CH:8]=[CH:9][CH:10]=1)[NH2:4].[CH3:18][O:19][C:20]([C:22]1[CH:23]=[C:24]2[CH:31]=[C:30]([C:32](O)=[O:33])[NH:29][C:25]2=[N:26][C:27]=1[CH3:28])=[O:21].F[P-](F)(F)(F)(F)F.N1(OC(N(C)C)=[N+](C)C)C2C=CC=CC=2N=N1.CN1CCOCC1. Product: [CH3:28][C:27]1[N:26]=[C:25]2[NH:29][C:30]([C:32](=[O:33])[NH:4][CH:3]([C:5]3[CH:10]=[CH:9][CH:8]=[C:7]([C:11]([F:14])([F:13])[F:12])[CH:6]=3)[C:2]([F:17])([F:16])[F:1])=[CH:31][C:24]2=[CH:23][C:22]=1[C:20]([O:19][CH3:18])=[O:21]. The catalyst class is: 35. (3) Reactant: [CH3:1][O:2][C:3]1[CH:8]=[CH:7][CH:6]=[CH:5][C:4]=1[C:9]1[NH:13][C:12]2[CH:14]=[CH:15][CH:16]=[C:17]([N+:18]([O-])=O)[C:11]=2[N:10]=1.[Cl-].[NH4+]. Product: [CH3:1][O:2][C:3]1[CH:8]=[CH:7][CH:6]=[CH:5][C:4]=1[C:9]1[NH:13][C:12]2[CH:14]=[CH:15][CH:16]=[C:17]([NH2:18])[C:11]=2[N:10]=1. The catalyst class is: 190. (4) Reactant: [CH2:1]([O:3][C:4](=[O:13])[CH:5]=[C:6]1[CH2:10][C@@H:9]([CH3:11])[C@H:8]([CH3:12])[CH2:7]1)[CH3:2].[N+:14]([CH3:17])([O-:16])=[O:15].[F-].C([N+](CCCC)(CCCC)CCCC)CCC. Product: [CH2:1]([O:3][C:4](=[O:13])[CH2:5][C:6]1([CH2:17][N+:14]([O-:16])=[O:15])[CH2:7][C@@H:8]([CH3:12])[C@H:9]([CH3:11])[CH2:10]1)[CH3:2]. The catalyst class is: 54. (5) Reactant: [Cl:1][C:2]1[CH:3]=[CH:4][C:5]([C:24]([O:26]C)=[O:25])=[C:6]([NH:8][C:9](=[O:23])/[CH:10]=[CH:11]/[C:12]2[CH:17]=[CH:16][C:15]([CH2:18][CH2:19][CH2:20][CH2:21][CH3:22])=[CH:14][CH:13]=2)[CH:7]=1.[OH-].[Na+]. Product: [C:24]([C:5]1[CH:4]=[CH:3][C:2]([Cl:1])=[CH:7][C:6]=1[NH:8][C:9](=[O:23])/[CH:10]=[CH:11]/[C:12]1[CH:13]=[CH:14][C:15]([CH2:18][CH2:19][CH2:20][CH2:21][CH3:22])=[CH:16][CH:17]=1)([OH:26])=[O:25]. The catalyst class is: 8.